Dataset: Reaction yield outcomes from USPTO patents with 853,638 reactions. Task: Predict the reaction yield, written as a fraction of the theoretical maximum amount of product (1.0 means a 100% yield; for example, 0.34 means a 34% yield). (1) The reactants are [Cl:1][C:2]1[CH:7]=[CH:6][CH:5]=[C:4]([Cl:8])[C:3]=1[C:9]1[C:14]2[O:15][C@@H:16]([CH2:19]OS(C3C=CC(C)=CC=3)(=O)=O)[CH2:17][O:18][C:13]=2[CH:12]=[C:11]([F:31])[CH:10]=1.[N-:32]=[N+:33]=[N-:34].[Na+]. The catalyst is CN(C=O)C.O. The product is [N:32]([CH2:19][C@@H:16]1[O:15][C:14]2[C:9]([C:3]3[C:2]([Cl:1])=[CH:7][CH:6]=[CH:5][C:4]=3[Cl:8])=[CH:10][C:11]([F:31])=[CH:12][C:13]=2[O:18][CH2:17]1)=[N+:33]=[N-:34]. The yield is 0.890. (2) The reactants are [H-].[Na+].[Cl-].[CH3:4][S+](C)(C)=O.[CH3:9][O:10][C:11]([C:13]1[S:14][C:15]([C:35]#[C:36][C:37]([CH3:40])([CH3:39])[CH3:38])=[CH:16][C:17]=1[N:18]([C:26]([CH:28]1[CH2:33][CH2:32][CH:31]([CH3:34])[CH2:30][CH2:29]1)=[O:27])[CH:19]1[CH2:24][CH2:23][C:22](=[O:25])[CH2:21][CH2:20]1)=[O:12].C(OCC)C. The catalyst is CS(C)=O.C1COCC1.[Cl-].[Na+].O. The product is [CH3:9][O:10][C:11]([C:13]1[S:14][C:15]([C:35]#[C:36][C:37]([CH3:39])([CH3:38])[CH3:40])=[CH:16][C:17]=1[N:18]([C:26]([CH:28]1[CH2:29][CH2:30][CH:31]([CH3:34])[CH2:32][CH2:33]1)=[O:27])[CH:19]1[CH2:20][CH2:21][C:22]2([O:25][CH2:4]2)[CH2:23][CH2:24]1)=[O:12]. The yield is 0.370. (3) The reactants are Cl.[NH:2]([C:4]1[CH:17]=[CH:16][C:7]([C:8]([NH:10][CH2:11][CH2:12][CH2:13][O:14][CH3:15])=[O:9])=[CH:6][N:5]=1)[NH2:3].C([O:20][CH:21]=[C:22]([C:28](OCC)=O)[C:23]([O:25][CH2:26][CH3:27])=[O:24])C.C(=O)([O-])[O-].[K+:37].[K+]. The catalyst is O.C(O)C. The product is [CH2:26]([O:25][C:23]([C:22]1[CH:28]=[N:3][N:2]([C:4]2[CH:17]=[CH:16][C:7]([C:8](=[O:9])[NH:10][CH2:11][CH2:12][CH2:13][O:14][CH3:15])=[CH:6][N:5]=2)[C:21]=1[O-:20])=[O:24])[CH3:27].[K+:37]. The yield is 0.732. (4) The reactants are [N:1]1[CH:6]=[CH:5][CH:4]=[CH:3][C:2]=1[C:7]([C:9]1[C:10](Cl)=[N:11][CH:12]=[CH:13][CH:14]=1)=[O:8].[CH3:16][S:17][C:18]1[CH:23]=[CH:22][C:21](B(O)O)=[CH:20][CH:19]=1.C([O-])([O-])=O.[Na+].[Na+]. The catalyst is C1(C)C=CC=CC=1.C(O)C.O. The product is [N:1]1[CH:6]=[CH:5][CH:4]=[CH:3][C:2]=1[C:7]([C:9]1[C:10]([C:21]2[CH:22]=[CH:23][C:18]([S:17][CH3:16])=[CH:19][CH:20]=2)=[N:11][CH:12]=[CH:13][CH:14]=1)=[O:8]. The yield is 0.680.